Task: Predict which catalyst facilitates the given reaction.. Dataset: Catalyst prediction with 721,799 reactions and 888 catalyst types from USPTO Reactant: [CH:1]1([N:4]2[CH2:9][CH:8]=[C:7]([C:10]3[CH:15]=[C:14]([C:16]([F:19])([F:18])[F:17])[CH:13]=[C:12]([N+:20]([O-])=O)[CH:11]=3)[CH2:6][CH2:5]2)[CH2:3][CH2:2]1. Product: [CH:1]1([N:4]2[CH2:9][CH2:8][CH:7]([C:10]3[CH:11]=[C:12]([CH:13]=[C:14]([C:16]([F:19])([F:17])[F:18])[CH:15]=3)[NH2:20])[CH2:6][CH2:5]2)[CH2:2][CH2:3]1. The catalyst class is: 19.